Dataset: Reaction yield outcomes from USPTO patents with 853,638 reactions. Task: Predict the reaction yield, written as a fraction of the theoretical maximum amount of product (1.0 means a 100% yield; for example, 0.34 means a 34% yield). The reactants are [CH2:1]([C:3]1[N:20]([C@@H:21]2[C:29]3[C:24](=[CH:25][C:26]([C:30]4[CH:35]=[CH:34][CH:33]=[CH:32][C:31]=4[C:36]4[N:40](C(C5C=CC=CC=5)(C5C=CC=CC=5)C5C=CC=CC=5)[N:39]=[N:38][N:37]=4)=[CH:27][CH:28]=3)[CH2:23][CH2:22]2)[C:6]2=[N:7][C:8]([CH2:12][C:13]3[O:14][C:15]([CH2:18][CH3:19])=[N:16][N:17]=3)=[CH:9][C:10]([CH3:11])=[C:5]2[N:4]=1)[CH3:2]. The catalyst is CO. The product is [NH:40]1[C:36]([C:31]2[CH:32]=[CH:33][CH:34]=[CH:35][C:30]=2[C:26]2[CH:25]=[C:24]3[C:29](=[CH:28][CH:27]=2)[C@@H:21]([N:20]2[C:6]4=[N:7][C:8]([CH2:12][C:13]5[O:14][C:15]([CH2:18][CH3:19])=[N:16][N:17]=5)=[CH:9][C:10]([CH3:11])=[C:5]4[N:4]=[C:3]2[CH2:1][CH3:2])[CH2:22][CH2:23]3)=[N:37][N:38]=[N:39]1. The yield is 0.750.